This data is from Full USPTO retrosynthesis dataset with 1.9M reactions from patents (1976-2016). The task is: Predict the reactants needed to synthesize the given product. (1) Given the product [ClH:20].[F:18][C:12]1[CH:13]=[C:14]([F:17])[CH:15]=[CH:16][C:11]=1[C:10]([CH:7]1[CH2:8][CH2:9][NH:4][CH2:5][CH2:6]1)=[O:19], predict the reactants needed to synthesize it. The reactants are: C([N:4]1[CH2:9][CH2:8][CH:7]([C:10](=[O:19])[C:11]2[CH:16]=[CH:15][C:14]([F:17])=[CH:13][C:12]=2[F:18])[CH2:6][CH2:5]1)(=O)C.[ClH:20]. (2) Given the product [F:8][C:9]1[CH:17]=[CH:16][C:12]([C:13]([NH:18][CH2:19][C:20]2[CH:21]=[N:22][CH:23]=[CH:24][CH:25]=2)=[O:14])=[CH:11][CH:10]=1, predict the reactants needed to synthesize it. The reactants are: C(N(CC)CC)C.[F:8][C:9]1[CH:17]=[CH:16][C:12]([C:13](Cl)=[O:14])=[CH:11][CH:10]=1.[NH2:18][CH2:19][C:20]1[CH:21]=[N:22][CH:23]=[CH:24][CH:25]=1.C(=O)([O-])O.[Na+].